This data is from Peptide-MHC class II binding affinity with 134,281 pairs from IEDB. The task is: Regression. Given a peptide amino acid sequence and an MHC pseudo amino acid sequence, predict their binding affinity value. This is MHC class II binding data. (1) The peptide sequence is DVNAGFKAAVAAAAN. The MHC is HLA-DPA10301-DPB10402 with pseudo-sequence HLA-DPA10301-DPB10402. The binding affinity (normalized) is 0.0741. (2) The peptide sequence is RDCLIAHGAANTITE. The MHC is HLA-DQA10501-DQB10301 with pseudo-sequence HLA-DQA10501-DQB10301. The binding affinity (normalized) is 0.881. (3) The peptide sequence is WLWYIKIFIMIVGGLIG. The MHC is HLA-DQA10101-DQB10501 with pseudo-sequence HLA-DQA10101-DQB10501. The binding affinity (normalized) is 0.397. (4) The peptide sequence is CHDGMGWLTIGISGP. The MHC is DRB1_0101 with pseudo-sequence DRB1_0101. The binding affinity (normalized) is 0.